Dataset: Forward reaction prediction with 1.9M reactions from USPTO patents (1976-2016). Task: Predict the product of the given reaction. Given the reactants [CH3:1][O:2][C@H:3]([C@@H:14]([CH3:21])[C@@H:15]([O:19][CH3:20])/[CH:16]=C/C)[C@@H:4]([CH3:13])[CH2:5][O:6][C:7](=[O:12])[C:8]([CH3:11])([CH3:10])[CH3:9].[O:22]=[O+][O-].C1(P(C2C=CC=CC=2)C2C=CC=CC=2)C=CC=CC=1, predict the reaction product. The product is: [CH3:1][O:2][C@H:3]([C@@H:14]([CH3:21])[C@@H:15]([O:19][CH3:20])[CH:16]=[O:22])[C@@H:4]([CH3:13])[CH2:5][O:6][C:7](=[O:12])[C:8]([CH3:9])([CH3:10])[CH3:11].